Dataset: Reaction yield outcomes from USPTO patents with 853,638 reactions. Task: Predict the reaction yield, written as a fraction of the theoretical maximum amount of product (1.0 means a 100% yield; for example, 0.34 means a 34% yield). (1) The yield is 0.650. The reactants are [C:1]([C:4]1[CH:13]=[CH:12][C:7]2[S:8][CH2:9][C:10](=[O:11])[C:6]=2[CH:5]=1)(=[O:3])[CH3:2].C([N-]C(C)C)(C)C.[Li+].C1C=CC(N([S:29]([C:32]([F:35])([F:34])[F:33])(=[O:31])=[O:30])[S:29]([C:32]([F:35])([F:34])[F:33])(=[O:31])=[O:30])=CC=1. The catalyst is C1COCC1. The product is [C:1]([C:4]1[CH:13]=[CH:12][C:7]2[S:8][CH:9]=[C:10]([O:11][S:29]([C:32]([F:35])([F:34])[F:33])(=[O:31])=[O:30])[C:6]=2[CH:5]=1)(=[O:3])[CH3:2]. (2) The reactants are [CH2:1]([O:3][C:4]([C:6]1[C:7](OS(C(F)(F)F)(=O)=O)=[C:8]([CH3:16])[C:9](=[O:15])[N:10]2[C:14]=1[CH2:13][CH2:12][CH2:11]2)=[O:5])[CH3:2].[F:25][C:26]1[CH:32]=[C:31]([Br:33])[CH:30]=[CH:29][C:27]=1[NH2:28].C(=O)([O-])[O-].[Cs+].[Cs+].C1C=CC(P(C2C(C3C(P(C4C=CC=CC=4)C4C=CC=CC=4)=CC=C4C=3C=CC=C4)=C3C(C=CC=C3)=CC=2)C2C=CC=CC=2)=CC=1. The catalyst is CC([O-])=O.CC([O-])=O.[Pd+2].C1(C)C=CC=CC=1. The product is [CH2:1]([O:3][C:4]([C:6]1[C:7]([NH:28][C:27]2[CH:29]=[CH:30][C:31]([Br:33])=[CH:32][C:26]=2[F:25])=[C:8]([CH3:16])[C:9](=[O:15])[N:10]2[C:14]=1[CH2:13][CH2:12][CH2:11]2)=[O:5])[CH3:2]. The yield is 0.190. (3) The reactants are [C:1]([C:3]1[CH:8]=[CH:7][C:6]([CH:9]2[CH2:14][CH2:13][N:12]([C:15]([C:17]3[CH:18]=[CH:19][C:20]([CH3:31])=[C:21]([NH:23][C:24](=[O:30])[O:25][C:26]([CH3:29])([CH3:28])[CH3:27])[CH:22]=3)=[O:16])[CH2:11][CH2:10]2)=[CH:5][CH:4]=1)#[N:2].C[Si](C)(C)[N-][Si](C)(C)C.[Li+].Cl[S:43]([CH:46]1[CH2:51][CH2:50][N:49]([C:52]([O:54][CH2:55][C:56]2[CH:61]=[CH:60][CH:59]=[CH:58][CH:57]=2)=[O:53])[CH2:48][CH2:47]1)(=[O:45])=[O:44]. The catalyst is C1COCC1. The product is [C:1]([C:3]1[CH:8]=[CH:7][C:6]([CH:9]2[CH2:10][CH2:11][N:12]([C:15]([C:17]3[CH:18]=[CH:19][C:20]([CH3:31])=[C:21]([N:23]([C:24]([O:25][C:26]([CH3:27])([CH3:28])[CH3:29])=[O:30])[S:43]([CH:46]4[CH2:47][CH2:48][N:49]([C:52]([O:54][CH2:55][C:56]5[CH:61]=[CH:60][CH:59]=[CH:58][CH:57]=5)=[O:53])[CH2:50][CH2:51]4)(=[O:44])=[O:45])[CH:22]=3)=[O:16])[CH2:13][CH2:14]2)=[CH:5][CH:4]=1)#[N:2]. The yield is 0.600.